Dataset: Full USPTO retrosynthesis dataset with 1.9M reactions from patents (1976-2016). Task: Predict the reactants needed to synthesize the given product. (1) The reactants are: O=C1C2C(=CC=CC=2)C(=O)[N:3]1[CH2:12][CH2:13][C:14]1[S:18][C:17]([NH:19][C:20]([NH:22][C:23]2[CH:28]=[CH:27][CH:26]=[C:25]([F:29])[CH:24]=2)=[O:21])=[N:16][CH:15]=1.NN. Given the product [NH2:3][CH2:12][CH2:13][C:14]1[S:18][C:17]([NH:19][C:20]([NH:22][C:23]2[CH:28]=[CH:27][CH:26]=[C:25]([F:29])[CH:24]=2)=[O:21])=[N:16][CH:15]=1, predict the reactants needed to synthesize it. (2) Given the product [OH:8][C@@H:9]1[C@@:36]2([CH3:37])[C:13](=[CH:14][CH:15]=[C:16]3[C@@H:35]2[CH2:34][CH2:33][C@@:32]2([CH3:38])[C@H:17]3[CH2:18][CH:19]=[C:20]2[C@@H:21]([S:23][CH2:24][CH2:25][C:26]([CH2:30][CH3:31])([OH:29])[CH2:27][CH3:28])[CH3:22])[CH2:12][C@@H:11]([OH:39])[CH2:10]1, predict the reactants needed to synthesize it. The reactants are: [Si]([O:8][C@H:9]1[C@@:36]2([CH3:37])[C:13](=[CH:14][CH:15]=[C:16]3[C@@H:35]2[CH2:34][CH2:33][C@@:32]2([CH3:38])[C@H:17]3[CH2:18][CH:19]=[C:20]2[C@@H:21]([S:23][CH2:24][CH2:25][C:26]([CH2:30][CH3:31])([OH:29])[CH2:27][CH3:28])[CH3:22])[CH2:12][C@@H:11]([OH:39])[CH2:10]1)(C(C)(C)C)(C)C.[F-].C([N+](CCCC)(CCCC)CCCC)CCC. (3) Given the product [Cl:28][C:29]1[CH:34]=[CH:33][C:32]([C:35]2[N:36]=[C:37]3[CH:42]=[CH:41][CH:40]=[N:39][N:38]3[C:43]=2[CH2:44][N:45]2[C:49]([C:50]([NH2:2])=[O:52])=[N:48][CH:47]=[N:46]2)=[CH:31][CH:30]=1, predict the reactants needed to synthesize it. The reactants are: C[NH:2]C(C1N(CC2N3C=C(C)C=CC3=NC=2C2C=CC(C)=CC=2)N=CN=1)=O.[Cl:28][C:29]1[CH:34]=[CH:33][C:32]([C:35]2[N:36]=[C:37]3[CH:42]=[CH:41][CH:40]=[N:39][N:38]3[C:43]=2[CH2:44][N:45]2[C:49]([C:50]([O:52]C)=O)=[N:48][CH:47]=[N:46]2)=[CH:31][CH:30]=1.N. (4) Given the product [Cl:1][C:2]1[CH:3]=[CH:4][C:5]([S:8][C:9]2[S:10][CH:11]=[C:12]([CH:14]=[O:15])[N:13]=2)=[CH:6][CH:7]=1, predict the reactants needed to synthesize it. The reactants are: [Cl:1][C:2]1[CH:7]=[CH:6][C:5]([S:8][C:9]2[S:10][CH:11]=[C:12]([CH2:14][OH:15])[N:13]=2)=[CH:4][CH:3]=1.O.CCOC(C)=O. (5) The reactants are: [NH2:1][C:2]1[N:7]=[CH:6][C:5]([C:8]2[CH:9]=[CH:10][C:11]3[N:17]4[C:18]([CH3:21])=[N:19][N:20]=[C:16]4[CH:15]([CH3:22])[CH2:14][N:13]([C:23]4[CH:31]=[CH:30][C:26]([C:27]([NH2:29])=[O:28])=[CH:25][CH:24]=4)[C:12]=3[CH:32]=2)=[CH:4][CH:3]=1. Given the product [NH2:1][C:2]1[N:7]=[CH:6][C:5]([C:8]2[CH:9]=[CH:10][C:11]3[N:17]4[C:18]([CH3:21])=[N:19][N:20]=[C:16]4[C@H:15]([CH3:22])[CH2:14][N:13]([C:23]4[CH:24]=[CH:25][C:26]([C:27]([NH2:29])=[O:28])=[CH:30][CH:31]=4)[C:12]=3[CH:32]=2)=[CH:4][CH:3]=1.[NH2:1][C:2]1[N:7]=[CH:6][C:5]([C:8]2[CH:9]=[CH:10][C:11]3[N:17]4[C:18]([CH3:21])=[N:19][N:20]=[C:16]4[C@@H:15]([CH3:22])[CH2:14][N:13]([C:23]4[CH:24]=[CH:25][C:26]([C:27]([NH2:29])=[O:28])=[CH:30][CH:31]=4)[C:12]=3[CH:32]=2)=[CH:4][CH:3]=1, predict the reactants needed to synthesize it. (6) Given the product [CH2:28]([N:27]([CH2:2][C:3]1[CH:4]=[C:5]([CH:10]=[C:11]([CH3:13])[CH:12]=1)[C:6]([O:8][CH3:9])=[O:7])[CH3:26])[CH:29]([CH3:31])[CH3:30], predict the reactants needed to synthesize it. The reactants are: O[CH2:2][C:3]1[CH:4]=[C:5]([CH:10]=[C:11]([CH3:13])[CH:12]=1)[C:6]([O:8][CH3:9])=[O:7].C(N(CC)CC)C.CS(Cl)(=O)=O.[CH3:26][NH:27][CH2:28][CH:29]([CH3:31])[CH3:30]. (7) Given the product [Cl:1][C:2]1[CH:7]=[CH:6][C:5]([C:8]2[NH:32][C:31]3[N:30]([N:29]=[CH:28][C:27]=3[C:25]3[O:26][C:22]([CH3:21])=[CH:23][N:24]=3)[C:10](=[O:12])[CH:9]=2)=[CH:4][C:3]=1[O:16][C:17]([F:18])([F:19])[F:20], predict the reactants needed to synthesize it. The reactants are: [Cl:1][C:2]1[CH:7]=[CH:6][C:5]([C:8](=O)[CH2:9][C:10]([O:12]CC)=O)=[CH:4][C:3]=1[O:16][C:17]([F:20])([F:19])[F:18].[CH3:21][C:22]1[O:26][C:25]([C:27]2[CH:28]=[N:29][NH:30][C:31]=2[NH2:32])=[N:24][CH:23]=1.CC1C=CC(S(O)(=O)=O)=CC=1.